This data is from Forward reaction prediction with 1.9M reactions from USPTO patents (1976-2016). The task is: Predict the product of the given reaction. (1) Given the reactants Cl[C:2]1[C:11]2[C:6](=[CH:7][CH:8]=[C:9]([O:12][CH3:13])[N:10]=2)[N:5]=[CH:4][C:3]=1[C:14]#[N:15].C(=O)([O-])[O-].[K+].[K+].[CH2:22](OCC)[CH3:23], predict the reaction product. The product is: [CH:22]([C:2]1[C:11]2[C:6](=[CH:7][CH:8]=[C:9]([O:12][CH3:13])[N:10]=2)[N:5]=[CH:4][C:3]=1[C:14]#[N:15])=[CH2:23]. (2) Given the reactants [Mg].Br[C:3]1[CH:8]=[CH:7][C:6]([O:9][CH2:10][CH3:11])=[C:5]([Cl:12])[C:4]=1[F:13].[B:14](OC)([O:17]C)[O:15]C.C(OCC)(=O)C, predict the reaction product. The product is: [Cl:12][C:5]1[C:4]([F:13])=[C:3]([B:14]([OH:17])[OH:15])[CH:8]=[CH:7][C:6]=1[O:9][CH2:10][CH3:11]. (3) Given the reactants [CH:1]1([CH:7]([OH:24])[C:8]23[C:14](=[O:15])[O:13][C:12]2([CH3:16])[CH:11]([CH2:17][CH2:18][CH2:19][CH2:20][CH2:21][CH3:22])[C:10](=[O:23])[NH:9]3)[CH2:6][CH2:5][CH2:4][CH2:3][CH2:2]1.C(N(CC)CC)C.[CH2:32]([SH:39])[C:33]1[CH:38]=[CH:37][CH:36]=[CH:35][CH:34]=1, predict the reaction product. The product is: [CH2:32]([S:39][C:14]([C:8]1([CH:7]([CH:1]2[CH2:6][CH2:5][CH2:4][CH2:3][CH2:2]2)[OH:24])[C:12]([OH:13])([CH3:16])[CH:11]([CH2:17][CH2:18][CH2:19][CH2:20][CH2:21][CH3:22])[C:10](=[O:23])[NH:9]1)=[O:15])[C:33]1[CH:38]=[CH:37][CH:36]=[CH:35][CH:34]=1. (4) Given the reactants [CH3:1][O:2][C:3]1[CH:16]=[CH:15][C:6]([CH2:7][C@H:8]([CH:12]([CH3:14])[CH3:13])[CH2:9][C:10]#N)=[CH:5][C:4]=1[O:17][CH2:18][CH2:19][CH2:20][O:21][CH3:22].CC(C[AlH]CC(C)C)C.[NH4+].[Cl-].[OH:34]S(O)(=O)=O, predict the reaction product. The product is: [CH3:1][O:2][C:3]1[CH:16]=[CH:15][C:6]([CH2:7][C@H:8]([CH:12]([CH3:14])[CH3:13])[CH2:9][CH:10]=[O:34])=[CH:5][C:4]=1[O:17][CH2:18][CH2:19][CH2:20][O:21][CH3:22].